From a dataset of Full USPTO retrosynthesis dataset with 1.9M reactions from patents (1976-2016). Predict the reactants needed to synthesize the given product. (1) The reactants are: [CH2:1]([O:4][CH2:5][C:6]1[CH:19]=[CH:18][C:9]([C:10]([C:12]2[CH:17]=[CH:16][CH:15]=[CH:14][CH:13]=2)=O)=[CH:8][CH:7]=1)[CH:2]=[CH2:3].O.[NH2:21][NH2:22]. Given the product [CH2:1]([O:4][CH2:5][C:6]1[CH:19]=[CH:18][C:9]([C:10](=[N:21][NH2:22])[C:12]2[CH:17]=[CH:16][CH:15]=[CH:14][CH:13]=2)=[CH:8][CH:7]=1)[CH:2]=[CH2:3], predict the reactants needed to synthesize it. (2) Given the product [C:3]([C:6]1[CH:29]=[CH:28][C:9]([O:10][CH2:11][C:12]2[CH:27]=[CH:26][C:15]([C:16]([C:18]3[CH:19]=[N:20][CH:21]=[C:22]([CH:25]=3)[C:23]([OH:34])=[O:1])=[O:17])=[CH:14][CH:13]=2)=[C:8]([CH2:30][CH2:31][CH3:32])[C:7]=1[OH:33])(=[O:5])[CH3:4], predict the reactants needed to synthesize it. The reactants are: [OH-:1].[Li+].[C:3]([C:6]1[CH:29]=[CH:28][C:9]([O:10][CH2:11][C:12]2[CH:27]=[CH:26][C:15]([C:16]([C:18]3[CH:19]=[N:20][CH:21]=[C:22]([CH:25]=3)[C:23]#N)=[O:17])=[CH:14][CH:13]=2)=[C:8]([CH2:30][CH2:31][CH3:32])[C:7]=1[OH:33])(=[O:5])[CH3:4].[OH2:34]. (3) Given the product [C:24]([O:23][C@@H:18]([C:9]1[C:8]([CH3:28])=[CH:7][C:5]2[N:6]=[C:2]([C:34]3[CH:35]=[CH:36][N:37]=[C:32]([Cl:31])[N:33]=3)[S:3][C:4]=2[C:10]=1[C:11]1[CH:16]=[CH:15][C:14]([Cl:17])=[CH:13][CH:12]=1)[C:19]([O:21][CH3:22])=[O:20])([CH3:27])([CH3:26])[CH3:25], predict the reactants needed to synthesize it. The reactants are: Br[C:2]1[S:3][C:4]2[C:10]([C:11]3[CH:16]=[CH:15][C:14]([Cl:17])=[CH:13][CH:12]=3)=[C:9]([C@H:18]([O:23][C:24]([CH3:27])([CH3:26])[CH3:25])[C:19]([O:21][CH3:22])=[O:20])[C:8]([CH3:28])=[CH:7][C:5]=2[N:6]=1.[Cl-].[Li+].[Cl:31][C:32]1[N:37]=[C:36]([Sn](CCCC)(CCCC)CCCC)[CH:35]=[CH:34][N:33]=1. (4) Given the product [N+:18]([C:11]1[CH:10]=[C:9]2[C:14](=[CH:13][CH:12]=1)[N:6]([CH2:1][CH2:2][CH2:3][CH2:4][CH3:5])[C:7](=[O:17])[C:8]12[CH2:16][CH2:15]1)([O-:20])=[O:19], predict the reactants needed to synthesize it. The reactants are: [CH2:1]([N:6]1[C:14]2[C:9](=[CH:10][CH:11]=[CH:12][CH:13]=2)[C:8]2([CH2:16][CH2:15]2)[C:7]1=[O:17])[CH2:2][CH2:3][CH2:4][CH3:5].[N+:18]([O-])([OH:20])=[O:19]. (5) Given the product [CH3:5][C:6]1[CH:12]=[CH:11][C:10]([CH3:13])=[CH:9][C:7]=1[NH:8][C:1](=[O:3])[CH3:2], predict the reactants needed to synthesize it. The reactants are: [C:1](Cl)(=[O:3])[CH3:2].[CH3:5][C:6]1[CH:12]=[CH:11][C:10]([CH3:13])=[CH:9][C:7]=1[NH2:8].N1C=CC=CC=1.